Dataset: Forward reaction prediction with 1.9M reactions from USPTO patents (1976-2016). Task: Predict the product of the given reaction. (1) Given the reactants [CH2:1]([C:4]1[S:34][C:7]2[N:8]=[C:9]([N:25]3[CH2:30][CH2:29][CH2:28][CH:27]([C:31]([OH:33])=[O:32])[CH2:26]3)[N:10]=[C:11]([N:12]3[CH2:17][CH2:16][N:15]4[C:18]([C:21]([F:24])([F:23])[F:22])=[N:19][N:20]=[C:14]4[CH2:13]3)[C:6]=2[CH:5]=1)[CH2:2][CH3:3].[C:35](=[O:38])([O-])[O-].[K+].[K+].CN(C)[CH:43]=[O:44], predict the reaction product. The product is: [CH3:5][C:6]([CH3:11])([CH3:7])[C:35]([O:44][CH2:43][O:32][C:31]([CH:27]1[CH2:28][CH2:29][CH2:30][N:25]([C:9]2[N:10]=[C:11]([N:12]3[CH2:17][CH2:16][N:15]4[C:18]([C:21]([F:23])([F:22])[F:24])=[N:19][N:20]=[C:14]4[CH2:13]3)[C:6]3[CH:5]=[C:4]([CH2:1][CH2:2][CH3:3])[S:34][C:7]=3[N:8]=2)[CH2:26]1)=[O:33])=[O:38]. (2) Given the reactants Cl[C:2]1[C:3]2[C:4](=[CH:13][N:14](CC3C=CC(OC)=CC=3)[N:15]=2)[N:5]=[C:6]([C:8]2[CH:12]=[CH:11][NH:10][N:9]=2)[N:7]=1.[NH:25]1[CH:29]=[CH:28][C:27]([NH2:30])=[N:26]1.Cl, predict the reaction product. The product is: [NH:25]1[CH:29]=[CH:28][C:27]([NH:30][C:2]2[C:3]3[NH:15][N:14]=[CH:13][C:4]=3[N:5]=[C:6]([C:8]3[CH:12]=[CH:11][NH:10][N:9]=3)[N:7]=2)=[N:26]1.